Dataset: Full USPTO retrosynthesis dataset with 1.9M reactions from patents (1976-2016). Task: Predict the reactants needed to synthesize the given product. Given the product [Si:18]([O:17][CH2:16][CH:15]1[CH2:35][CH:36]=[CH:2][CH2:1][N:4]1[S:5]([C:8]1[CH:13]=[CH:12][C:11]([CH3:14])=[CH:10][CH:9]=1)(=[O:6])=[O:7])([C:31]([CH3:32])([CH3:34])[CH3:33])([C:25]1[CH:30]=[CH:29][CH:28]=[CH:27][CH:26]=1)[C:19]1[CH:20]=[CH:21][CH:22]=[CH:23][CH:24]=1, predict the reactants needed to synthesize it. The reactants are: [CH2:1]([N:4]([CH:15]([CH2:35][CH:36]=C)[CH2:16][O:17][Si:18]([C:31]([CH3:34])([CH3:33])[CH3:32])([C:25]1[CH:30]=[CH:29][CH:28]=[CH:27][CH:26]=1)[C:19]1[CH:24]=[CH:23][CH:22]=[CH:21][CH:20]=1)[S:5]([C:8]1[CH:13]=[CH:12][C:11]([CH3:14])=[CH:10][CH:9]=1)(=[O:7])=[O:6])[CH:2]=C.